This data is from hERG Central: cardiac toxicity at 1µM, 10µM, and general inhibition. The task is: Predict hERG channel inhibition at various concentrations. (1) The compound is CCOc1ccc(CN2CCCC(CO)(Cc3ccc(F)cc3)C2)cc1. Results: hERG_inhib (hERG inhibition (general)): blocker. (2) The molecule is CCOC(=O)C1CCN(C(=O)COc2ccc(N(C)S(=O)(=O)c3ccc(C)cc3)cc2)CC1. Results: hERG_inhib (hERG inhibition (general)): blocker.